From a dataset of Reaction yield outcomes from USPTO patents with 853,638 reactions. Predict the reaction yield, written as a fraction of the theoretical maximum amount of product (1.0 means a 100% yield; for example, 0.34 means a 34% yield). (1) The reactants are [C:1]([NH2:9])(=[O:8])[C:2]1[CH:7]=[CH:6][CH:5]=[CH:4][CH:3]=1.[CH2:10]([N:12]([CH2:21][CH3:22])[C:13]1[CH:20]=[CH:19][C:16]([CH:17]=O)=[CH:15][CH:14]=1)[CH3:11]. No catalyst specified. The product is [CH2:10]([N:12]([CH2:21][CH3:22])[C:13]1[CH:20]=[CH:19][C:16]([CH:17]([NH:9][C:1](=[O:8])[C:2]2[CH:7]=[CH:6][CH:5]=[CH:4][CH:3]=2)[NH:9][C:1](=[O:8])[C:2]2[CH:7]=[CH:6][CH:5]=[CH:4][CH:3]=2)=[CH:15][CH:14]=1)[CH3:11]. The yield is 0.730. (2) The reactants are C1CCC(N=C=NC2CCCCC2)CC1.[CH3:16][CH2:17][SH:18].[C:19]([N:26]1[CH2:33][CH2:32][CH2:31][C@@H:27]1[C:28]([OH:30])=[O:29])([O:21][C:22]([CH3:25])([CH3:24])[CH3:23])=[O:20]. The catalyst is CN(C1C=CN=CC=1)C.C(Cl)Cl. The product is [CH2:17]([S:18][O:30][C:28](=[O:29])[C@H:27]1[CH2:31][CH2:32][CH2:33][N:26]1[C:19]([O:21][C:22]([CH3:24])([CH3:23])[CH3:25])=[O:20])[CH3:16]. The yield is 0.952. (3) The reactants are [N:1]1([CH2:8][C:9]2[NH:20][C:19]3[C:21]4[C:15]([C:16](=[O:22])[NH:17][N:18]=3)=[CH:14][CH:13]=[CH:12][C:11]=4[N:10]=2)[CH2:7][CH2:6][CH2:5][NH:4][CH2:3][CH2:2]1.[Cl:23][C:24]1[CH:25]=[C:26]([CH:30]=[CH:31][CH:32]=1)[C:27](Cl)=[O:28]. The catalyst is C(Cl)Cl. The product is [Cl:23][C:24]1[CH:25]=[C:26]([CH:30]=[CH:31][CH:32]=1)[C:27]([N:4]1[CH2:5][CH2:6][CH2:7][N:1]([CH2:8][C:9]2[NH:20][C:19]3[C:21]4[C:15]([C:16](=[O:22])[NH:17][N:18]=3)=[CH:14][CH:13]=[CH:12][C:11]=4[N:10]=2)[CH2:2][CH2:3]1)=[O:28]. The yield is 0.160. (4) The reactants are [C-:1]#[N:2].[K+].Cl[CH2:5][CH2:6][C:7]1[CH:8]=[C:9]2[C:13](=[CH:14][CH:15]=1)[NH:12][C:11](=[O:16])[CH2:10]2. The yield is 0.420. The catalyst is CS(C)=O. The product is [C:1]([CH2:5][CH2:6][C:7]1[CH:8]=[C:9]2[C:13](=[CH:14][CH:15]=1)[NH:12][C:11](=[O:16])[CH2:10]2)#[N:2].